Predict which catalyst facilitates the given reaction. From a dataset of Catalyst prediction with 721,799 reactions and 888 catalyst types from USPTO. (1) Reactant: Br[C:2]1[CH:3]=[C:4]2[C:9](=[CH:10][CH:11]=1)[NH:8][C:7](=O)[C:6]([C:13]1C=CC=[C:15]([C:19]([F:22])([F:21])[F:20])[CH:14]=1)=[C:5]2[OH:23].[Cl:24]C1C=C([Mg]Br)C=CC=1. Product: [Cl:24][C:2]1[CH:3]=[C:4]([C:5]([C:6]2[CH:7]=[N:8][C:15]([C:19]([F:22])([F:21])[F:20])=[CH:14][CH:13]=2)=[O:23])[CH:9]=[CH:10][CH:11]=1. The catalyst class is: 1. (2) The catalyst class is: 4. Reactant: [NH2:1][CH2:2][C:3]1[C:8]([CH3:9])=[N:7][C:6]2[N:10]([CH2:13][CH3:14])[N:11]=[CH:12][C:5]=2[C:4]=1[NH:15][CH:16]1[CH2:21][CH2:20][O:19][CH2:18][CH2:17]1.[I-].C[N+]1C=CN([C:29]([N:31]2[CH2:36][CH2:35][O:34][CH2:33][CH2:32]2)=[O:30])C=1.CCN(C(C)C)C(C)C. Product: [CH2:13]([N:10]1[C:6]2=[N:7][C:8]([CH3:9])=[C:3]([CH2:2][NH:1][C:29]([N:31]3[CH2:36][CH2:35][O:34][CH2:33][CH2:32]3)=[O:30])[C:4]([NH:15][CH:16]3[CH2:17][CH2:18][O:19][CH2:20][CH2:21]3)=[C:5]2[CH:12]=[N:11]1)[CH3:14]. (3) The catalyst class is: 742. Product: [NH2:1][C:2]1[CH:7]=[C:6]([Cl:8])[C:5]([Br:9])=[CH:4][C:3]=1[CH:10]=[O:11]. Reactant: [NH2:1][C:2]1[CH:7]=[C:6]([Cl:8])[C:5]([Br:9])=[CH:4][C:3]=1[CH2:10][OH:11]. (4) Product: [CH3:8][CH:5]([CH2:6][CH3:7])[CH:4]([NH:9][C:10]([C:12]1[CH:13]=[N:14][CH:15]=[CH:16][CH:17]=1)=[O:11])[C:3]([OH:18])=[O:2]. Reactant: C[O:2][C:3](=[O:18])[CH:4]([NH:9][C:10]([C:12]1[CH:13]=[N:14][CH:15]=[CH:16][CH:17]=1)=[O:11])[CH:5]([CH3:8])[CH2:6][CH3:7].C1COCC1.[Li+].[OH-].Cl. The catalyst class is: 24. (5) Reactant: [CH3:1][C@H:2]([OH:9])[CH2:3][CH2:4][CH2:5][CH2:6][CH2:7][CH3:8].C1(P(C2C=CC=CC=2)C2C=CC=CC=2)C=CC=CC=1.[N+:29]([C:32]1[CH:40]=[CH:39][C:35]([C:36](O)=[O:37])=[CH:34][CH:33]=1)([O-:31])=[O:30].COCCOC(N=NC(OCCOC)=O)=O. Product: [N+:29]([C:32]1[CH:33]=[CH:34][C:35]([C:36]([O:9][C@@H:2]([CH2:3][CH2:4][CH2:5][CH2:6][CH2:7][CH3:8])[CH3:1])=[O:37])=[CH:39][CH:40]=1)([O-:31])=[O:30].[CH3:1][C@H:2]([OH:9])[CH2:3][CH2:4][CH2:5][CH2:6][CH2:7][CH3:8]. The catalyst class is: 93. (6) Reactant: [C:1](O[BH-](OC(=O)C)OC(=O)C)(=O)C.[Na+].[Cl:15][C:16]1[CH:21]=[CH:20][C:19]([C@H:22]2[N:29]3[C:25]([S:26][C:27]([C:33]([N:35]4[CH2:49][C@H:48]([F:50])[CH2:47][C@H:36]4[C:37]([N:39]4[CH2:46][C:43]5([CH2:45][CH2:44]5)[NH:42][CH2:41][CH2:40]4)=[O:38])=[O:34])=[C:28]3[CH:30]([CH3:32])[CH3:31])=[N:24][C@:23]2([C:52]2[CH:53]=[N:54][C:55]([Cl:58])=[CH:56][CH:57]=2)[CH3:51])=[CH:18][C:17]=1[F:59].C=O.C(=O)(O)[O-].[Na+]. Product: [Cl:15][C:16]1[CH:21]=[CH:20][C:19]([C@H:22]2[N:29]3[C:25]([S:26][C:27]([C:33]([N:35]4[CH2:49][C@H:48]([F:50])[CH2:47][C@H:36]4[C:37]([N:39]4[CH2:46][C:43]5([CH2:44][CH2:45]5)[N:42]([CH3:1])[CH2:41][CH2:40]4)=[O:38])=[O:34])=[C:28]3[CH:30]([CH3:31])[CH3:32])=[N:24][C@:23]2([C:52]2[CH:53]=[N:54][C:55]([Cl:58])=[CH:56][CH:57]=2)[CH3:51])=[CH:18][C:17]=1[F:59]. The catalyst class is: 12. (7) Reactant: [F:1][C@H:2]1[C@@H:7]([NH2:8])[CH2:6][CH2:5][N:4]([C:9]2[CH:10]=[CH:11][C:12]([F:20])=[C:13]3[C:18]=2[N:17]=[C:16]([CH3:19])[CH:15]=[CH:14]3)[CH2:3]1.[C:21](O[C:21]([O:23][C:24]([CH3:27])([CH3:26])[CH3:25])=[O:22])([O:23][C:24]([CH3:27])([CH3:26])[CH3:25])=[O:22]. Product: [F:1][C@H:2]1[C@@H:7]([NH:8][C:21](=[O:22])[O:23][C:24]([CH3:27])([CH3:26])[CH3:25])[CH2:6][CH2:5][N:4]([C:9]2[CH:10]=[CH:11][C:12]([F:20])=[C:13]3[C:18]=2[N:17]=[C:16]([CH3:19])[CH:15]=[CH:14]3)[CH2:3]1. The catalyst class is: 4. (8) Reactant: [Cl-].O[NH3+:3].[C:4](=[O:7])([O-])[OH:5].[Na+].CS(C)=O.[CH2:13]([C:17]1[N:18]=[C:19]([CH2:39][O:40][CH3:41])[NH:20][C:21](=[O:38])[C:22]=1[CH2:23][C:24]1[CH:29]=[CH:28][C:27]([C:30]2[C:31]([C:36]#[N:37])=[CH:32][CH:33]=[CH:34][CH:35]=2)=[CH:26][CH:25]=1)[CH2:14][CH2:15][CH3:16]. Product: [CH2:13]([C:17]1[N:18]=[C:19]([CH2:39][O:40][CH3:41])[NH:20][C:21](=[O:38])[C:22]=1[CH2:23][C:24]1[CH:29]=[CH:28][C:27]([C:30]2[CH:35]=[CH:34][CH:33]=[CH:32][C:31]=2[C:36]2[NH:3][C:4](=[O:7])[O:5][N:37]=2)=[CH:26][CH:25]=1)[CH2:14][CH2:15][CH3:16]. The catalyst class is: 13. (9) Reactant: [O:1]1[CH2:6][CH2:5][N:4]([C:7]2[CH:12]=[CH:11][C:10]([C:13]3[N:22]=[C:21]([N:23]4[CH2:27][CH2:26][C@@H:25]([CH2:28][NH2:29])[CH2:24]4)[C:20]4[C:15](=[N:16][CH:17]=[CH:18][N:19]=4)[CH:14]=3)=[CH:9][CH:8]=2)[CH2:3][CH2:2]1.CCN(CC)CC.[CH3:37][S:38](Cl)(=[O:40])=[O:39]. Product: [O:1]1[CH2:2][CH2:3][N:4]([C:7]2[CH:12]=[CH:11][C:10]([C:13]3[N:22]=[C:21]([N:23]4[CH2:27][CH2:26][C@@H:25]([CH2:28][NH:29][S:38]([CH3:37])(=[O:40])=[O:39])[CH2:24]4)[C:20]4[C:15](=[N:16][CH:17]=[CH:18][N:19]=4)[CH:14]=3)=[CH:9][CH:8]=2)[CH2:5][CH2:6]1. The catalyst class is: 1. (10) Reactant: [C:1]1([C:11]2[C:24]3[C:19](=[CH:20][CH:21]=[CH:22][CH:23]=3)[C:18]([C:25]3[CH:34]=[C:33]4[C:28]([CH:29]=[CH:30][C:31]([OH:35])=[CH:32]4)=[CH:27][CH:26]=3)=[C:17]3[C:12]=2[CH:13]=[CH:14][CH:15]=[CH:16]3)[C:10]2[C:5](=[CH:6][CH:7]=[CH:8][CH:9]=2)[CH:4]=[CH:3][CH:2]=1.[F:36][C:37]([F:50])([F:49])[S:38](O[S:38]([C:37]([F:50])([F:49])[F:36])(=[O:40])=[O:39])(=[O:40])=[O:39]. Product: [F:36][C:37]([F:50])([F:49])[S:38]([O:35][C:31]1[CH:30]=[CH:29][C:28]2[C:33](=[CH:34][C:25]([C:18]3[C:19]4[C:24]([C:11]([C:1]5[C:10]6[C:5](=[CH:6][CH:7]=[CH:8][CH:9]=6)[CH:4]=[CH:3][CH:2]=5)=[C:12]5[C:17]=3[CH:16]=[CH:15][CH:14]=[CH:13]5)=[CH:23][CH:22]=[CH:21][CH:20]=4)=[CH:26][CH:27]=2)[CH:32]=1)(=[O:40])=[O:39]. The catalyst class is: 17.